Dataset: Peptide-MHC class I binding affinity with 185,985 pairs from IEDB/IMGT. Task: Regression. Given a peptide amino acid sequence and an MHC pseudo amino acid sequence, predict their binding affinity value. This is MHC class I binding data. (1) The binding affinity (normalized) is 0.213. The MHC is HLA-B15:42 with pseudo-sequence HLA-B15:42. The peptide sequence is FPYEGGKVF. (2) The peptide sequence is CYDLMSFLE. The MHC is HLA-B07:02 with pseudo-sequence HLA-B07:02. The binding affinity (normalized) is 0.0847. (3) The peptide sequence is VICSFLVFL. The MHC is HLA-A02:01 with pseudo-sequence HLA-A02:01. The binding affinity (normalized) is 0.518. (4) The peptide sequence is CMSANEAAIT. The MHC is HLA-A02:01 with pseudo-sequence HLA-A02:01. The binding affinity (normalized) is 0.186. (5) The peptide sequence is WSADGSSMY. The MHC is HLA-A80:01 with pseudo-sequence HLA-A80:01. The binding affinity (normalized) is 0.262.